From a dataset of Retrosynthesis with 50K atom-mapped reactions and 10 reaction types from USPTO. Predict the reactants needed to synthesize the given product. (1) Given the product CCOC(=O)c1ccc(-c2ccc(OCCCNC3CC3)c(-c3ccc4c(c3)C(C)(C)CCC4(C)C)c2)cc1, predict the reactants needed to synthesize it. The reactants are: CCOC(=O)c1ccc(-c2ccc(OCCCI)c(-c3ccc4c(c3)C(C)(C)CCC4(C)C)c2)cc1.NC1CC1. (2) Given the product CS(=O)C1(c2c(C#N)nn(-c3c(Cl)cc(C(F)(F)F)cc3Cl)c2N)CC1(F)F, predict the reactants needed to synthesize it. The reactants are: CSC1(c2c(C#N)nn(-c3c(Cl)cc(C(F)(F)F)cc3Cl)c2N)CC1(F)F.O=C(OO)c1cccc(Cl)c1. (3) Given the product CCN(CC)c1ccc2c(c1)nc(N)n[n+]2[O-], predict the reactants needed to synthesize it. The reactants are: CCNCC.Nc1nc2cc(F)ccc2[n+]([O-])n1. (4) Given the product CCOC(=O)COc1ccc(Sc2cc(C#Cc3ccc(S(C)(=O)=O)cc3)cc(Oc3ncccc3C(F)(F)F)c2)cc1C, predict the reactants needed to synthesize it. The reactants are: C#Cc1ccc(S(C)(=O)=O)cc1.CCOC(=O)COc1ccc(Sc2cc(Br)cc(Oc3ncccc3C(F)(F)F)c2)cc1C. (5) Given the product FC(F)(F)c1cc2c(NCCc3ccc4c(c3)OCO4)nc(-c3ccccn3)nc2s1, predict the reactants needed to synthesize it. The reactants are: FC(F)(F)c1cc2c(Cl)nc(-c3ccccn3)nc2s1.NCCc1ccc2c(c1)OCO2. (6) Given the product O=[N+]([O-])c1ccccc1S(=O)(=O)NC1CCCCC1, predict the reactants needed to synthesize it. The reactants are: NC1CCCCC1.O=[N+]([O-])c1ccccc1S(=O)(=O)Cl. (7) Given the product COC(=O)c1cccc2c1c1ccccc1n2-c1ccc(C#N)c(NC(C)=O)c1, predict the reactants needed to synthesize it. The reactants are: CC(N)=O.COC(=O)c1cccc2c1c1ccccc1n2-c1ccc(C#N)c(Br)c1. (8) Given the product CCOC(=O)C(Cc1cccc(C(F)(F)F)c1)C(=O)C1CCC(c2ccccc2)CC1, predict the reactants needed to synthesize it. The reactants are: CCOC(=O)/C(=C\c1cccc(C(F)(F)F)c1)C(=O)C1CCC(c2ccccc2)CC1. (9) Given the product CC(C)COc1ccc(CN2C(=O)COC3(CCNCC3)C2Cc2ccc(F)cc2)cc1, predict the reactants needed to synthesize it. The reactants are: CC(C)COc1ccc(CN2C(=O)COC3(CCN(C(=O)OCc4ccccc4)CC3)C2Cc2ccc(F)cc2)cc1. (10) Given the product CN(C)CCCOCc1nc2c(s1)-c1ccccc1Sc1ccc(F)cc1-2, predict the reactants needed to synthesize it. The reactants are: CN(C)CCCCl.OCc1nc2c(s1)-c1ccccc1Sc1ccc(F)cc1-2.